Dataset: Full USPTO retrosynthesis dataset with 1.9M reactions from patents (1976-2016). Task: Predict the reactants needed to synthesize the given product. (1) Given the product [C:1]1([S:7]([NH:10][C:11]2[CH:12]=[C:13]([C@@H:17]([OH:38])[CH2:18][NH:19][C:20]([CH3:36])([CH3:37])[CH2:21][CH2:22][N:23]3[C:31]4[C:26](=[CH:27][C:28]([C:32]([O:34][CH2:35][CH3:41])=[O:33])=[CH:29][CH:30]=4)[CH:25]=[CH:24]3)[CH:14]=[CH:15][CH:16]=2)(=[O:9])=[O:8])[CH:6]=[CH:5][CH:4]=[CH:3][CH:2]=1, predict the reactants needed to synthesize it. The reactants are: [C:1]1([S:7]([NH:10][C:11]2[CH:12]=[C:13]([C@@H:17]([OH:38])[CH2:18][NH:19][C:20]([CH3:37])([CH3:36])[CH2:21][CH2:22][N:23]3[C:31]4[C:26](=[CH:27][C:28]([C:32]([O:34][CH3:35])=[O:33])=[CH:29][CH:30]=4)[CH:25]=[CH:24]3)[CH:14]=[CH:15][CH:16]=2)(=[O:9])=[O:8])[CH:6]=[CH:5][CH:4]=[CH:3][CH:2]=1.[OH-].[Na+].[CH2:41](O)C. (2) Given the product [Cl:8][C:6]1[CH:5]=[C:4]([C:9]2[O:10][C:11]([CH3:14])=[CH:12][CH:13]=2)[N:3]=[C:2]([CH2:15][NH2:16])[N:7]=1, predict the reactants needed to synthesize it. The reactants are: Cl[C:2]1[N:7]=[C:6]([Cl:8])[CH:5]=[C:4]([C:9]2[O:10][C:11]([CH3:14])=[CH:12][CH:13]=2)[N:3]=1.[CH3:15][NH2:16].CCO. (3) Given the product [CH2:1]([C@@H:8]1[CH2:12][O:11][C:10](=[O:13])[N:9]1[C:14](=[O:19])[CH:15]([CH2:31][C:32]1[CH:33]=[CH:34][C:35]2[C:40](=[C:39]([O:42][CH2:43][CH2:44][O:45][CH3:46])[CH:38]=[CH:37][CH:36]=2)[CH:41]=1)[CH:16]([CH3:17])[CH3:18])[C:2]1[CH:3]=[CH:4][CH:5]=[CH:6][CH:7]=1, predict the reactants needed to synthesize it. The reactants are: [CH2:1]([C@@H:8]1[CH2:12][O:11][C:10](=[O:13])[N:9]1[C:14](=[O:19])[CH2:15][CH:16]([CH3:18])[CH3:17])[C:2]1[CH:7]=[CH:6][CH:5]=[CH:4][CH:3]=1.C[Si]([N-][Si](C)(C)C)(C)C.[Li+].Br[CH2:31][C:32]1[CH:41]=[C:40]2[C:35]([CH:36]=[CH:37][CH:38]=[C:39]2[O:42][CH2:43][CH2:44][O:45][CH3:46])=[CH:34][CH:33]=1.